This data is from TCR-epitope binding with 47,182 pairs between 192 epitopes and 23,139 TCRs. The task is: Binary Classification. Given a T-cell receptor sequence (or CDR3 region) and an epitope sequence, predict whether binding occurs between them. (1) The epitope is CLGGLLTMV. The TCR CDR3 sequence is CSARGELAAYEQYF. Result: 0 (the TCR does not bind to the epitope). (2) The epitope is RLRPGGKKK. Result: 0 (the TCR does not bind to the epitope). The TCR CDR3 sequence is CASSPTGAGQPQHF. (3) The epitope is LLFGYPVYV. The TCR CDR3 sequence is CASSESTGWTGGAEAFF. Result: 0 (the TCR does not bind to the epitope). (4) The epitope is FADDLNQLTGY. Result: 0 (the TCR does not bind to the epitope). The TCR CDR3 sequence is CASSSSGGLAETQYF. (5) The epitope is AMFWSVPTV. The TCR CDR3 sequence is CSVGAGTRQETQYF. Result: 0 (the TCR does not bind to the epitope). (6) The epitope is LLWNGPMAV. The TCR CDR3 sequence is CASGPGGSTEAFF. Result: 0 (the TCR does not bind to the epitope).